From a dataset of Reaction yield outcomes from USPTO patents with 853,638 reactions. Predict the reaction yield, written as a fraction of the theoretical maximum amount of product (1.0 means a 100% yield; for example, 0.34 means a 34% yield). The reactants are [F:1][CH2:2][C@H:3]([C:5]1[CH:10]=[CH:9][C:8]([S:11]([NH:14][C:15]2[CH:16]=[C:17]3[O:24][CH2:23][CH:22]([NH:25][C:26](=O)[CH2:27][CH3:28])[CH2:21][C:18]3=[N:19][CH:20]=2)(=[O:13])=[O:12])=[CH:7][CH:6]=1)[CH3:4].B.C1COCC1. The catalyst is C1COCC1. The product is [F:1][CH2:2][C@H:3]([C:5]1[CH:6]=[CH:7][C:8]([S:11]([NH:14][C:15]2[CH:16]=[C:17]3[O:24][CH2:23][CH:22]([NH:25][CH2:26][CH2:27][CH3:28])[CH2:21][C:18]3=[N:19][CH:20]=2)(=[O:13])=[O:12])=[CH:9][CH:10]=1)[CH3:4]. The yield is 0.520.